Dataset: Forward reaction prediction with 1.9M reactions from USPTO patents (1976-2016). Task: Predict the product of the given reaction. (1) Given the reactants CS(C)=O.[CH3:5][C:6]([O:9][C:10]([NH:12][CH:13]1[CH2:18][CH2:17][NH:16][CH2:15][CH2:14]1)=[O:11])([CH3:8])[CH3:7].[F:19][C:20]1[CH:21]=[C:22]([CH:25]=[C:26](F)[CH:27]=1)[C:23]#[N:24].C(=O)([O-])[O-].[K+].[K+], predict the reaction product. The product is: [C:23]([C:22]1[CH:25]=[C:26]([N:16]2[CH2:15][CH2:14][CH:13]([NH:12][C:10](=[O:11])[O:9][C:6]([CH3:5])([CH3:7])[CH3:8])[CH2:18][CH2:17]2)[CH:27]=[C:20]([F:19])[CH:21]=1)#[N:24]. (2) Given the reactants [Cl:1][C:2]1[C:7]([CH:8]([OH:12])[C:9]([OH:11])=[O:10])=[C:6]([CH3:13])[N:5]=[C:4]2[NH:14][C:15]([CH3:18])=[C:16]([CH3:17])[C:3]=12.S(=O)(=O)(O)O.[OH-].[Na+].[CH3:26]O, predict the reaction product. The product is: [Cl:1][C:2]1[C:7]([CH:8]([OH:12])[C:9]([O:11][CH3:26])=[O:10])=[C:6]([CH3:13])[N:5]=[C:4]2[NH:14][C:15]([CH3:18])=[C:16]([CH3:17])[C:3]=12.